This data is from Forward reaction prediction with 1.9M reactions from USPTO patents (1976-2016). The task is: Predict the product of the given reaction. Given the reactants [F:1][C:2]([F:27])([F:26])[CH2:3][N:4]1[C:8]2[N:9]=[C:10]([C:19]3[CH:25]=[CH:24][C:22]([NH2:23])=[CH:21][CH:20]=3)[N:11]=[C:12]([N:13]3[CH2:18][CH2:17][O:16][CH2:15][CH2:14]3)[C:7]=2[CH:6]=[CH:5]1.ClC(Cl)(O[C:32](=[O:38])OC(Cl)(Cl)Cl)Cl.[NH2:40][C:41]1[CH:48]=[CH:47][C:44]([CH2:45][OH:46])=[CH:43][CH:42]=1, predict the reaction product. The product is: [OH:46][CH2:45][C:44]1[CH:47]=[CH:48][C:41]([NH:40][C:32]([NH:23][C:22]2[CH:24]=[CH:25][C:19]([C:10]3[N:11]=[C:12]([N:13]4[CH2:18][CH2:17][O:16][CH2:15][CH2:14]4)[C:7]4[CH:6]=[CH:5][N:4]([CH2:3][C:2]([F:26])([F:1])[F:27])[C:8]=4[N:9]=3)=[CH:20][CH:21]=2)=[O:38])=[CH:42][CH:43]=1.